Task: Predict the reactants needed to synthesize the given product.. Dataset: Full USPTO retrosynthesis dataset with 1.9M reactions from patents (1976-2016) Given the product [CH3:1][N:2]1[C:7]([CH3:8])=[CH:6][C:5]([OH:9])=[C:4]([C:10]([NH:16][C:17]2[CH:21]=[C:20]([CH3:22])[O:19][N:18]=2)=[O:12])[C:3]1=[O:15], predict the reactants needed to synthesize it. The reactants are: [CH3:1][N:2]1[C:7]([CH3:8])=[CH:6][C:5]([OH:9])=[C:4]([C:10]([O:12]CC)=O)[C:3]1=[O:15].[NH2:16][C:17]1[CH:21]=[C:20]([CH3:22])[O:19][N:18]=1.BrC1C=CC=CC=1.